Dataset: Forward reaction prediction with 1.9M reactions from USPTO patents (1976-2016). Task: Predict the product of the given reaction. (1) Given the reactants [O:1]1[CH2:6][CH2:5][C:4](=[O:7])[CH2:3][CH2:2]1.[CH2:8](OC(OCCC)OCCC)[CH2:9][CH3:10], predict the reaction product. The product is: [CH2:8]([O:7][CH:4]1[CH2:5][CH2:6][O:1][CH2:2][CH2:3]1)[CH2:9][CH3:10].[CH2:2]=[CH2:3]. (2) Given the reactants F[P-](F)(F)(F)(F)F.N1(OC(N(C)C)=[N+](C)C)C2N=CC=CC=2N=N1.[C:25]([O:29][C:30]([NH:32][C:33]1([C:48]([OH:50])=O)[CH2:38][CH2:37][N:36]([C:39]2[C:40]3[CH:47]=[CH:46][NH:45][C:41]=3[N:42]=[CH:43][N:44]=2)[CH2:35][CH2:34]1)=[O:31])([CH3:28])([CH3:27])[CH3:26].[NH2:51][CH:52]([C:57]1[CH:62]=[CH:61][C:60]([Cl:63])=[CH:59][CH:58]=1)[CH2:53][CH2:54][CH2:55][OH:56].C(N(C(C)C)C(C)C)C, predict the reaction product. The product is: [Cl:63][C:60]1[CH:59]=[CH:58][C:57]([CH:52]([NH:51][C:48]([C:33]2([NH:32][C:30](=[O:31])[O:29][C:25]([CH3:28])([CH3:27])[CH3:26])[CH2:34][CH2:35][N:36]([C:39]3[C:40]4[CH:47]=[CH:46][NH:45][C:41]=4[N:42]=[CH:43][N:44]=3)[CH2:37][CH2:38]2)=[O:50])[CH2:53][CH2:54][CH2:55][OH:56])=[CH:62][CH:61]=1. (3) Given the reactants [O:1]=[O+][O-].C=[C:5]1[CH2:8][CH:7]([C:9]([O:11][CH2:12][CH2:13][CH3:14])=[O:10])[CH2:6]1.CSC, predict the reaction product. The product is: [O:1]=[C:5]1[CH2:8][CH:7]([C:9]([O:11][CH2:12][CH2:13][CH3:14])=[O:10])[CH2:6]1. (4) Given the reactants [CH2:1]([NH:4][CH2:5][C:6]1[CH:7]=[CH:8][CH:9]=[C:10]2[C:14]=1[NH:13][CH:12]=[CH:11]2)[CH:2]=[CH2:3].[C:15](O[C:15]([O:17][C:18]([CH3:21])([CH3:20])[CH3:19])=[O:16])([O:17][C:18]([CH3:21])([CH3:20])[CH3:19])=[O:16], predict the reaction product. The product is: [C:18]([O:17][C:15]([N:4]([CH2:1][CH:2]=[CH2:3])[CH2:5][C:6]1[CH:7]=[CH:8][CH:9]=[C:10]2[C:14]=1[NH:13][CH:12]=[CH:11]2)=[O:16])([CH3:21])([CH3:20])[CH3:19]. (5) Given the reactants [F:1][C:2]([F:45])([F:44])[C:3]1[CH:4]=[C:5]([C@H:13]2[O:17][C:16](=[O:18])[N:15]([CH2:19][C:20]3[C:25]([N:26]([CH2:29][C@H:30]4[CH2:35][CH2:34][C@H:33]([CH2:36][C:37]([O:39][CH2:40][CH3:41])=[O:38])[CH2:32][CH2:31]4)[CH2:27][CH3:28])=[CH:24][CH:23]=[C:22](Cl)[N:21]=3)[C@H:14]2[CH3:43])[CH:6]=[C:7]([C:9]([F:12])([F:11])[F:10])[CH:8]=1.[CH:46]1(B(O)O)[CH2:48][CH2:47]1, predict the reaction product. The product is: [F:1][C:2]([F:45])([F:44])[C:3]1[CH:4]=[C:5]([C@H:13]2[O:17][C:16](=[O:18])[N:15]([CH2:19][C:20]3[C:25]([N:26]([CH2:29][C@H:30]4[CH2:35][CH2:34][C@H:33]([CH2:36][C:37]([O:39][CH2:40][CH3:41])=[O:38])[CH2:32][CH2:31]4)[CH2:27][CH3:28])=[CH:24][CH:23]=[C:22]([C:46]([CH3:48])=[CH2:47])[N:21]=3)[C@H:14]2[CH3:43])[CH:6]=[C:7]([C:9]([F:12])([F:11])[F:10])[CH:8]=1. (6) Given the reactants Br[C:2]1[CH:7]=[CH:6][C:5]([C:8]2[O:12][N:11]=[C:10]([CH3:13])[C:9]=2[CH:14]([OH:24])[CH2:15]/[CH:16]=[CH:17]/[C:18]2[CH:23]=[CH:22][CH:21]=[CH:20][CH:19]=2)=[CH:4][CH:3]=1.[CH2:25]([O:27][C:28](=[O:48])[CH2:29][C:30]1([C:33]2[CH:38]=[CH:37][C:36](B3OC(C)(C)C(C)(C)O3)=[CH:35][CH:34]=2)[CH2:32][CH2:31]1)[CH3:26], predict the reaction product. The product is: [CH2:25]([O:27][C:28](=[O:48])[CH2:29][C:30]1([C:33]2[CH:38]=[CH:37][C:36]([C:2]3[CH:7]=[CH:6][C:5]([C:8]4[O:12][N:11]=[C:10]([CH3:13])[C:9]=4[CH:14]([OH:24])[CH2:15]/[CH:16]=[CH:17]/[C:18]4[CH:23]=[CH:22][CH:21]=[CH:20][CH:19]=4)=[CH:4][CH:3]=3)=[CH:35][CH:34]=2)[CH2:32][CH2:31]1)[CH3:26]. (7) Given the reactants [CH2:1]([C:3]1[C:12]2[C:7](=[CH:8][CH:9]=[CH:10][CH:11]=2)[CH:6]=[CH:5][C:4]=1[OH:13])[CH3:2].C([O-])([O-])=O.[K+].[K+].Br[CH2:21][CH2:22][NH:23][C:24](=[O:30])[O:25][C:26]([CH3:29])([CH3:28])[CH3:27].CCCCCC.C(OCC)(=O)C, predict the reaction product. The product is: [CH2:1]([C:3]1[C:12]2[C:7](=[CH:8][CH:9]=[CH:10][CH:11]=2)[CH:6]=[CH:5][C:4]=1[O:13][CH2:21][CH2:22][NH:23][C:24](=[O:30])[O:25][C:26]([CH3:29])([CH3:28])[CH3:27])[CH3:2].